This data is from Peptide-MHC class I binding affinity with 185,985 pairs from IEDB/IMGT. The task is: Regression. Given a peptide amino acid sequence and an MHC pseudo amino acid sequence, predict their binding affinity value. This is MHC class I binding data. (1) The peptide sequence is DTVLFNAGL. The MHC is HLA-A26:03 with pseudo-sequence HLA-A26:03. The binding affinity (normalized) is 0.631. (2) The peptide sequence is RVTGSSGRR. The MHC is HLA-A68:01 with pseudo-sequence HLA-A68:01. The binding affinity (normalized) is 0.479. (3) The MHC is HLA-A02:06 with pseudo-sequence HLA-A02:06. The binding affinity (normalized) is 0.00487. The peptide sequence is LVFPVEGTK.